The task is: Predict the product of the given reaction.. This data is from Forward reaction prediction with 1.9M reactions from USPTO patents (1976-2016). Given the reactants [H-].[Na+].[CH2:3]([OH:7])[CH2:4][C:5]#[CH:6].Cl[C:9]1[CH:14]=[C:13]([O:15][CH2:16][C:17]#[CH:18])[N:12]=[CH:11][N:10]=1.[Cl-].[NH4+], predict the reaction product. The product is: [CH2:3]([O:7][C:9]1[CH:14]=[C:13]([O:15][CH2:16][C:17]#[CH:18])[N:12]=[CH:11][N:10]=1)[CH2:4][C:5]#[CH:6].